Dataset: Reaction yield outcomes from USPTO patents with 853,638 reactions. Task: Predict the reaction yield, written as a fraction of the theoretical maximum amount of product (1.0 means a 100% yield; for example, 0.34 means a 34% yield). (1) The reactants are [CH:1]([C:3]1[CH:15]=[CH:14][C:6]([CH2:7][N:8]2[CH2:13][CH2:12][NH:11][CH2:10][CH2:9]2)=[CH:5][CH:4]=1)=[CH2:2].Cl[CH2:17][C:18]([O:20][CH2:21][CH3:22])=[O:19].C([O-])(O)=O.[Na+].CC(C)=O. The catalyst is C(Cl)(Cl)Cl. The product is [CH:1]([C:3]1[CH:15]=[CH:14][C:6]([CH2:7][N:8]2[CH2:9][CH2:10][N:11]([CH2:17][C:18]([O:20][CH2:21][CH3:22])=[O:19])[CH2:12][CH2:13]2)=[CH:5][CH:4]=1)=[CH2:2]. The yield is 0.700. (2) The yield is 0.670. The catalyst is C(O)C.[Pd]. The product is [CH3:2][Si:3]([CH3:24])([CH3:23])[CH2:4][CH2:5][O:6][C:7]([N:9]1[CH2:14][CH2:13][CH:12]([C:15]2[CH:20]=[CH:19][CH:18]=[C:17]([CH2:21][NH2:22])[CH:16]=2)[CH2:11][CH2:10]1)=[O:8]. The reactants are Cl.[CH3:2][Si:3]([CH3:24])([CH3:23])[CH2:4][CH2:5][O:6][C:7]([N:9]1[CH2:14][CH:13]=[C:12]([C:15]2[CH:20]=[CH:19][CH:18]=[C:17]([C:21]#[N:22])[CH:16]=2)[CH2:11][CH2:10]1)=[O:8]. (3) The reactants are [CH3:1][C:2]1[C:6]([B:7]2[O:11][C:10]([CH3:13])([CH3:12])[C:9]([CH3:15])([CH3:14])[O:8]2)=[C:5]([CH3:16])[NH:4][N:3]=1.IC.[C:19]([O-])([O-])=O.[K+].[K+]. The catalyst is CC(C)=O. The product is [CH3:19][N:3]1[C:2]([CH3:1])=[C:6]([B:7]2[O:11][C:10]([CH3:12])([CH3:13])[C:9]([CH3:15])([CH3:14])[O:8]2)[C:5]([CH3:16])=[N:4]1. The yield is 0.750.